From a dataset of Peptide-MHC class II binding affinity with 134,281 pairs from IEDB. Regression. Given a peptide amino acid sequence and an MHC pseudo amino acid sequence, predict their binding affinity value. This is MHC class II binding data. (1) The peptide sequence is ATFEAMYLGTCKTLT. The MHC is HLA-DQA10501-DQB10301 with pseudo-sequence HLA-DQA10501-DQB10301. The binding affinity (normalized) is 0.231. (2) The peptide sequence is KYRWLNLSANGDLRL. The MHC is DRB1_1101 with pseudo-sequence DRB1_1101. The binding affinity (normalized) is 0.611.